From a dataset of Forward reaction prediction with 1.9M reactions from USPTO patents (1976-2016). Predict the product of the given reaction. (1) The product is: [C:1]([C:5]1[CH:10]=[CH:9][C:8]([C:11]2[CH:12]=[CH:13][N+:14]([O-:20])=[CH:15][CH:16]=2)=[CH:7][CH:6]=1)([CH3:4])([CH3:2])[CH3:3]. Given the reactants [C:1]([C:5]1[CH:10]=[CH:9][C:8]([C:11]2[CH:16]=[CH:15][N:14]=[CH:13][CH:12]=2)=[CH:7][CH:6]=1)([CH3:4])([CH3:3])[CH3:2].C(Cl)Cl.[OH:20]O, predict the reaction product. (2) Given the reactants [Si]([O:8][CH2:9][CH:10]1[O:14][N:13]=[C:12]([C:15]2[CH:20]=[CH:19][C:18]([C:21]3[CH:26]=[CH:25][C:24]([N:27]4[CH2:31][C@H:30]([CH2:32][N:33]5[CH:37]=[C:36]([CH3:38])[N:35]=[N:34]5)[O:29][C:28]4=[O:39])=[CH:23][C:22]=3[F:40])=[CH:17][CH:16]=2)[CH2:11]1)(C(C)(C)C)(C)C.[F-].C([N+](CCCC)(CCCC)CCCC)CCC, predict the reaction product. The product is: [F:40][C:22]1[CH:23]=[C:24]([N:27]2[CH2:31][C@H:30]([CH2:32][N:33]3[CH:37]=[C:36]([CH3:38])[N:35]=[N:34]3)[O:29][C:28]2=[O:39])[CH:25]=[CH:26][C:21]=1[C:18]1[CH:19]=[CH:20][C:15]([C:12]2[CH2:11][CH:10]([CH2:9][OH:8])[O:14][N:13]=2)=[CH:16][CH:17]=1.